This data is from Forward reaction prediction with 1.9M reactions from USPTO patents (1976-2016). The task is: Predict the product of the given reaction. (1) The product is: [CH2:27]([O:26][C:25](=[O:33])[NH:24][C@H:14]1[C@H:15]([C:17]2[CH:22]=[CH:21][CH:20]=[C:19]([F:23])[CH:18]=2)[CH2:16][NH:12][CH2:13]1)[CH2:28][CH3:1]. Given the reactants [CH3:1]C(O)=O.C([N:12]1[CH2:16][C@@H:15]([C:17]2[CH:22]=[CH:21][CH:20]=[C:19]([F:23])[CH:18]=2)[C@H:14]([NH:24][C:25](=[O:33])[O:26][CH2:27][CH2:28][Si](C)(C)C)[CH2:13]1)C1C=CC=CC=1.OCC1(OC[C@@H](O)[C@@H](O)[C@H]1O)O, predict the reaction product. (2) The product is: [O:36]=[C:34]1[C:33]2[C:28](=[CH:29][C:30]([C:37]([O:39][CH3:40])=[O:38])=[CH:31][CH:32]=2)[N:27]=[C:26]([CH2:25][O:9][C:4]2[CH:5]=[CH:6][CH:7]=[CH:8][C:3]=2[C:2]([F:10])([F:11])[F:1])[NH:35]1. Given the reactants [F:1][C:2]([F:11])([F:10])[C:3]1[CH:8]=[CH:7][CH:6]=[CH:5][C:4]=1[OH:9].CC(C)([O-])C.[K+].C(=O)([O-])[O-].[Cs+].[Cs+].Cl[CH2:25][C:26]1[NH:35][C:34](=[O:36])[C:33]2[C:28](=[CH:29][C:30]([C:37]([O:39][CH3:40])=[O:38])=[CH:31][CH:32]=2)[N:27]=1, predict the reaction product. (3) Given the reactants [C:1]1([C@H:11]([NH:13][C@@H:14]2[CH2:19][CH2:18][CH2:17][N:16](C(OCC3C=CC=CC=3)=O)[CH2:15]2)[CH3:12])[C:10]2[C:5](=[CH:6][CH:7]=[CH:8][CH:9]=2)[CH:4]=[CH:3][CH:2]=1, predict the reaction product. The product is: [C:1]1([C@H:11]([NH:13][C@@H:14]2[CH2:19][CH2:18][CH2:17][NH:16][CH2:15]2)[CH3:12])[C:10]2[C:5](=[CH:6][CH:7]=[CH:8][CH:9]=2)[CH:4]=[CH:3][CH:2]=1. (4) Given the reactants O.[NH2:2][C@H:3]([C:9]([O-:11])=O)[CH2:4][CH2:5][C:6]([O-:8])=[O:7].[Na+].[Na+].[CH2:14]([CH:16]([CH2:20][CH2:21][CH2:22][CH3:23])[C:17](Cl)=[O:18])[CH3:15].S(=O)(=O)(O)O.[CH2:29]([NH2:33])[CH2:30][CH2:31][CH3:32], predict the reaction product. The product is: [CH2:29]([N:33]([CH2:9][CH2:3][CH2:4][CH3:5])[C:9](=[O:11])[C@H:3]([CH2:4][CH2:5][C:6]([OH:8])=[O:7])[NH:2][C:17](=[O:18])[CH:16]([CH2:14][CH3:15])[CH2:20][CH2:21][CH2:22][CH3:23])[CH2:30][CH2:31][CH3:32]. (5) Given the reactants [CH3:1][C:2]1([CH3:25])[O:7][C:6]2[CH:8]=[CH:9][C:10]([C@@H:12]([OH:24])[CH2:13][NH:14][C@@H:15]([C:18]3[CH:23]=[CH:22][CH:21]=[CH:20][CH:19]=3)[CH2:16][OH:17])=[CH:11][C:5]=2[CH2:4][O:3]1.[C:26]1([CH2:32][CH2:33][CH2:34][CH2:35][O:36][CH2:37][CH2:38][CH2:39][CH2:40][CH2:41][CH:42]=O)[CH:31]=[CH:30][CH:29]=[CH:28][CH:27]=1.C(O[BH-](OC(=O)C)OC(=O)C)(=O)C.[Na+], predict the reaction product. The product is: [CH3:1][C:2]1([CH3:25])[O:7][C:6]2[CH:8]=[CH:9][C:10]([C@@H:12]([OH:24])[CH2:13][N:14]([C@@H:15]([C:18]3[CH:19]=[CH:20][CH:21]=[CH:22][CH:23]=3)[CH2:16][OH:17])[CH2:42][CH2:41][CH2:40][CH2:39][CH2:38][CH2:37][O:36][CH2:35][CH2:34][CH2:33][CH2:32][C:26]3[CH:27]=[CH:28][CH:29]=[CH:30][CH:31]=3)=[CH:11][C:5]=2[CH2:4][O:3]1.